This data is from NCI-60 drug combinations with 297,098 pairs across 59 cell lines. The task is: Regression. Given two drug SMILES strings and cell line genomic features, predict the synergy score measuring deviation from expected non-interaction effect. (1) Drug 1: C1=C(C(=O)NC(=O)N1)N(CCCl)CCCl. Drug 2: CC(C1=C(C=CC(=C1Cl)F)Cl)OC2=C(N=CC(=C2)C3=CN(N=C3)C4CCNCC4)N. Cell line: T-47D. Synergy scores: CSS=4.79, Synergy_ZIP=-6.99, Synergy_Bliss=-5.92, Synergy_Loewe=-8.61, Synergy_HSA=-7.45. (2) Drug 1: CC1OCC2C(O1)C(C(C(O2)OC3C4COC(=O)C4C(C5=CC6=C(C=C35)OCO6)C7=CC(=C(C(=C7)OC)O)OC)O)O. Drug 2: CN(C)C1=NC(=NC(=N1)N(C)C)N(C)C. Cell line: OVCAR3. Synergy scores: CSS=37.5, Synergy_ZIP=7.03, Synergy_Bliss=7.34, Synergy_Loewe=-39.3, Synergy_HSA=5.25. (3) Drug 1: C1=CC(=CC=C1C#N)C(C2=CC=C(C=C2)C#N)N3C=NC=N3. Drug 2: CCC1(CC2CC(C3=C(CCN(C2)C1)C4=CC=CC=C4N3)(C5=C(C=C6C(=C5)C78CCN9C7C(C=CC9)(C(C(C8N6C=O)(C(=O)OC)O)OC(=O)C)CC)OC)C(=O)OC)O.OS(=O)(=O)O. Cell line: NCI-H322M. Synergy scores: CSS=3.97, Synergy_ZIP=-1.47, Synergy_Bliss=-0.179, Synergy_Loewe=-2.95, Synergy_HSA=-0.327. (4) Drug 1: CCC1=CC2CC(C3=C(CN(C2)C1)C4=CC=CC=C4N3)(C5=C(C=C6C(=C5)C78CCN9C7C(C=CC9)(C(C(C8N6C)(C(=O)OC)O)OC(=O)C)CC)OC)C(=O)OC.C(C(C(=O)O)O)(C(=O)O)O. Drug 2: CCN(CC)CCNC(=O)C1=C(NC(=C1C)C=C2C3=C(C=CC(=C3)F)NC2=O)C. Cell line: A549. Synergy scores: CSS=42.6, Synergy_ZIP=2.99, Synergy_Bliss=4.39, Synergy_Loewe=-11.0, Synergy_HSA=3.74. (5) Drug 1: CC=C1C(=O)NC(C(=O)OC2CC(=O)NC(C(=O)NC(CSSCCC=C2)C(=O)N1)C(C)C)C(C)C. Drug 2: CCC1=C2CN3C(=CC4=C(C3=O)COC(=O)C4(CC)O)C2=NC5=C1C=C(C=C5)O. Cell line: SK-OV-3. Synergy scores: CSS=55.3, Synergy_ZIP=-1.75, Synergy_Bliss=-2.87, Synergy_Loewe=-9.65, Synergy_HSA=-0.371. (6) Drug 1: COC1=CC(=CC(=C1O)OC)C2C3C(COC3=O)C(C4=CC5=C(C=C24)OCO5)OC6C(C(C7C(O6)COC(O7)C8=CC=CS8)O)O. Drug 2: C1CN(CCN1C(=O)CCBr)C(=O)CCBr. Cell line: MALME-3M. Synergy scores: CSS=25.8, Synergy_ZIP=-4.14, Synergy_Bliss=2.64, Synergy_Loewe=-8.30, Synergy_HSA=2.87. (7) Drug 1: CC1CCC2CC(C(=CC=CC=CC(CC(C(=O)C(C(C(=CC(C(=O)CC(OC(=O)C3CCCCN3C(=O)C(=O)C1(O2)O)C(C)CC4CCC(C(C4)OC)O)C)C)O)OC)C)C)C)OC. Drug 2: CCC1=C2CN3C(=CC4=C(C3=O)COC(=O)C4(CC)O)C2=NC5=C1C=C(C=C5)O. Cell line: NCI-H226. Synergy scores: CSS=6.88, Synergy_ZIP=-1.52, Synergy_Bliss=-0.278, Synergy_Loewe=-7.32, Synergy_HSA=-1.54.